This data is from NCI-60 drug combinations with 297,098 pairs across 59 cell lines. The task is: Regression. Given two drug SMILES strings and cell line genomic features, predict the synergy score measuring deviation from expected non-interaction effect. (1) Drug 1: C1=CN(C(=O)N=C1N)C2C(C(C(O2)CO)O)O.Cl. Drug 2: CCCCCOC(=O)NC1=NC(=O)N(C=C1F)C2C(C(C(O2)C)O)O. Cell line: SF-539. Synergy scores: CSS=5.88, Synergy_ZIP=-2.61, Synergy_Bliss=-0.580, Synergy_Loewe=-1.81, Synergy_HSA=-1.48. (2) Drug 2: C1CCC(C(C1)N)N.C(=O)(C(=O)[O-])[O-].[Pt+4]. Cell line: CCRF-CEM. Drug 1: C1CNP(=O)(OC1)N(CCCl)CCCl. Synergy scores: CSS=31.5, Synergy_ZIP=0.500, Synergy_Bliss=-2.85, Synergy_Loewe=-44.2, Synergy_HSA=-5.22. (3) Drug 1: C1=CC(=C2C(=C1NCCNCCO)C(=O)C3=C(C=CC(=C3C2=O)O)O)NCCNCCO. Drug 2: CCC(=C(C1=CC=CC=C1)C2=CC=C(C=C2)OCCN(C)C)C3=CC=CC=C3.C(C(=O)O)C(CC(=O)O)(C(=O)O)O. Cell line: ACHN. Synergy scores: CSS=62.3, Synergy_ZIP=10.1, Synergy_Bliss=9.07, Synergy_Loewe=-24.4, Synergy_HSA=8.44. (4) Drug 1: C1=CC(=CC=C1C#N)C(C2=CC=C(C=C2)C#N)N3C=NC=N3. Drug 2: CC12CCC3C(C1CCC2O)C(CC4=C3C=CC(=C4)O)CCCCCCCCCS(=O)CCCC(C(F)(F)F)(F)F. Cell line: HT29. Synergy scores: CSS=7.65, Synergy_ZIP=-4.46, Synergy_Bliss=-4.79, Synergy_Loewe=-1.65, Synergy_HSA=-1.36. (5) Drug 1: CCN(CC)CCNC(=O)C1=C(NC(=C1C)C=C2C3=C(C=CC(=C3)F)NC2=O)C. Drug 2: C1CN(CCN1C(=O)CCBr)C(=O)CCBr. Cell line: NCIH23. Synergy scores: CSS=31.5, Synergy_ZIP=-11.1, Synergy_Bliss=-7.00, Synergy_Loewe=-2.12, Synergy_HSA=-4.01. (6) Drug 2: C1C(C(OC1N2C=NC(=NC2=O)N)CO)O. Drug 1: C1=NC2=C(N1)C(=S)N=C(N2)N. Synergy scores: CSS=32.5, Synergy_ZIP=-9.72, Synergy_Bliss=-7.01, Synergy_Loewe=-6.81, Synergy_HSA=-3.88. Cell line: HCC-2998. (7) Drug 1: CN1CCC(CC1)COC2=C(C=C3C(=C2)N=CN=C3NC4=C(C=C(C=C4)Br)F)OC. Drug 2: CC1CCCC2(C(O2)CC(NC(=O)CC(C(C(=O)C(C1O)C)(C)C)O)C(=CC3=CSC(=N3)C)C)C. Cell line: OVCAR-8. Synergy scores: CSS=9.71, Synergy_ZIP=-1.70, Synergy_Bliss=-1.97, Synergy_Loewe=-3.09, Synergy_HSA=-2.73.